This data is from Forward reaction prediction with 1.9M reactions from USPTO patents (1976-2016). The task is: Predict the product of the given reaction. Given the reactants [Cl:1][C:2]1[C:7]([NH2:8])=[CH:6][N:5]=[C:4]2[NH:9][CH:10]=[CH:11][C:3]=12.F[C:13]1[C:18]([C:19]#[N:20])=[CH:17][N:16]=[CH:15][C:14]=1[C:21]1[CH:26]=[CH:25][C:24]([O:27][CH2:28]COC)=[C:23]([O:32][CH3:33])[CH:22]=1, predict the reaction product. The product is: [Cl:1][C:2]1[C:7]([NH:8][C:13]2[C:18]([C:19]#[N:20])=[CH:17][N:16]=[CH:15][C:14]=2[C:21]2[CH:26]=[CH:25][C:24]([O:27][CH3:28])=[C:23]([O:32][CH3:33])[CH:22]=2)=[CH:6][N:5]=[C:4]2[NH:9][CH:10]=[CH:11][C:3]=12.